Dataset: Catalyst prediction with 721,799 reactions and 888 catalyst types from USPTO. Task: Predict which catalyst facilitates the given reaction. (1) Reactant: [F:1][C:2]([F:15])([F:14])[S:3]([O:6]S(C(F)(F)F)(=O)=O)(=[O:5])=[O:4].O[C:17]1[CH:26]=[CH:25][C:20]([C:21]([O:23][CH3:24])=[O:22])=[C:19]([O:27][CH3:28])[CH:18]=1.N1C=CC=CC=1.Cl. Product: [CH3:28][O:27][C:19]1[CH:18]=[C:17]([O:6][S:3]([C:2]([F:15])([F:14])[F:1])(=[O:5])=[O:4])[CH:26]=[CH:25][C:20]=1[C:21]([O:23][CH3:24])=[O:22]. The catalyst class is: 124. (2) Reactant: C1C2C3C=CC=CC=3SC=2C=CC=1.BrBr.O.S([O-])([O-])=O.[Na+].[Na+].Br[C:24]1[CH:37]=[CH:36][C:27]2[S:28][C:29]3[CH:34]=[CH:33][C:32]([Br:35])=[CH:31][C:30]=3[C:26]=2[CH:25]=1. Product: [Br:35][C:32]1[CH:33]=[CH:34][C:29]2[S:28][C:27]3[CH:36]=[CH:37][CH:24]=[CH:25][C:26]=3[C:30]=2[CH:31]=1. The catalyst class is: 22. (3) Reactant: [NH2:1][C:2]1[C:7]2=[C:8]([C:16]3[CH:17]=[CH:18][C:19]4[C:23]([CH:24]=3)=[N:22][N:21]([CH2:25][C:26]3[CH:31]=[CH:30][CH:29]=[CH:28][CH:27]=3)[CH:20]=4)[CH:9]=[C:10]([CH2:11][CH2:12][CH2:13][CH2:14]O)[N:6]2[N:5]=[CH:4][N:3]=1.C1(P(C2C=CC=CC=2)C2C=CC=CC=2)C=CC=CC=1.C(Br)(Br)(Br)[Br:52]. Product: [CH2:25]([N:21]1[CH:20]=[C:19]2[C:23]([CH:24]=[C:16]([C:8]3[CH:9]=[C:10]([CH2:11][CH2:12][CH2:13][CH2:14][Br:52])[N:6]4[C:7]=3[C:2]([NH2:1])=[N:3][CH:4]=[N:5]4)[CH:17]=[CH:18]2)=[N:22]1)[C:26]1[CH:31]=[CH:30][CH:29]=[CH:28][CH:27]=1. The catalyst class is: 7.